The task is: Predict the reactants needed to synthesize the given product.. This data is from Full USPTO retrosynthesis dataset with 1.9M reactions from patents (1976-2016). (1) Given the product [C:4]([O:5][C:4](=[O:6])[C:3]1[CH:7]=[C:8]([N:12]2[CH2:17][CH2:16][O:15][CH2:14][CH2:13]2)[C:9]([F:11])=[CH:10][C:2]=1[NH:1][C:14](=[O:15])[CH3:13])(=[O:5])[CH3:3], predict the reactants needed to synthesize it. The reactants are: [NH2:1][C:2]1[CH:10]=[C:9]([F:11])[C:8]([N:12]2[CH2:17][CH2:16][O:15][CH2:14][CH2:13]2)=[CH:7][C:3]=1[C:4]([OH:6])=[O:5]. (2) Given the product [C:11]1([CH:10]([C:17]2[CH:22]=[CH:21][CH:20]=[CH:19][CH:18]=2)[N:8]2[CH2:7][CH:6]([N:23]3[CH2:28][CH2:27][S:26][CH2:25][CH2:24]3)[CH2:9]2)[CH:12]=[CH:13][CH:14]=[CH:15][CH:16]=1, predict the reactants needed to synthesize it. The reactants are: CS(O[CH:6]1[CH2:9][N:8]([CH:10]([C:17]2[CH:22]=[CH:21][CH:20]=[CH:19][CH:18]=2)[C:11]2[CH:16]=[CH:15][CH:14]=[CH:13][CH:12]=2)[CH2:7]1)(=O)=O.[NH:23]1[CH2:28][CH2:27][S:26][CH2:25][CH2:24]1.CCN(C(C)C)C(C)C. (3) Given the product [C:1]([NH2:6])(=[O:5])[C:2]([CH3:4])=[CH2:3].[C:15]12([C:25]([OH:26])=[O:32])[CH2:24][CH:19]3[CH2:20][CH:21]([CH2:23][CH:17]([CH2:18]3)[CH2:16]1)[CH2:22]2, predict the reactants needed to synthesize it. The reactants are: [C:1]([NH2:6])(=[O:5])[C:2]([CH3:4])=[CH2:3].C([N-]C(C)C)(C)C.[Li+].[C:15]12([C:25](Cl)=[O:26])[CH2:24][CH:19]3[CH2:20][CH:21]([CH2:23][CH:17]([CH2:18]3)[CH2:16]1)[CH2:22]2.C([O:32]C)(C)(C)C. (4) Given the product [CH3:18][O:17][C:15]1[CH:14]=[CH:13][C:11]2[N:12]=[C:8]([C:5]3[CH:6]=[N:7][C:2]([N:19]4[CH2:23][CH2:22][CH2:21][CH2:20]4)=[CH:3][CH:4]=3)[S:9][C:10]=2[CH:16]=1, predict the reactants needed to synthesize it. The reactants are: F[C:2]1[N:7]=[CH:6][C:5]([C:8]2[S:9][C:10]3[CH:16]=[C:15]([O:17][CH3:18])[CH:14]=[CH:13][C:11]=3[N:12]=2)=[CH:4][CH:3]=1.[NH:19]1[CH2:23][CH2:22][CH2:21][CH2:20]1. (5) Given the product [C:1]([O:4][C@H:5]1[C@H:10]([CH:11]=[O:12])[CH2:9][C@H:8]2[C@H:15]3[C@H:24]([CH2:25][CH2:26][C@:6]12[CH3:7])[C:23]1[CH:22]=[CH:21][C:20]([O:27][CH2:28][C:29]2[CH:30]=[CH:31][CH:32]=[CH:33][CH:34]=2)=[CH:19][C:18]=1[CH2:17][CH2:16]3)(=[O:3])[CH3:2], predict the reactants needed to synthesize it. The reactants are: [C:1]([O:4][C@H:5]1[C:10](=[CH:11][O:12]CC)[CH2:9][C@H:8]2[C@H:15]3[C@H:24]([CH2:25][CH2:26][C@:6]12[CH3:7])[C:23]1[CH:22]=[CH:21][C:20]([O:27][CH2:28][C:29]2[CH:34]=[CH:33][CH:32]=[CH:31][CH:30]=2)=[CH:19][C:18]=1[CH2:17][CH2:16]3)(=[O:3])[CH3:2].C([O-])(O)=O.[Na+].